This data is from Reaction yield outcomes from USPTO patents with 853,638 reactions. The task is: Predict the reaction yield, written as a fraction of the theoretical maximum amount of product (1.0 means a 100% yield; for example, 0.34 means a 34% yield). The reactants are [C:1]1([CH2:7][C@H:8]([OH:12])[C:9]([OH:11])=O)[CH:6]=[CH:5][CH:4]=[CH:3][CH:2]=1.[NH:13]1[CH2:18][CH2:17][O:16][CH2:15][CH2:14]1.C1CN([P+](ON2N=NC3C=CC=CC2=3)(N2CCCC2)N2CCCC2)CC1.F[P-](F)(F)(F)(F)F.Cl. The catalyst is ClCCl. The product is [OH:12][C@@H:8]([CH2:7][C:1]1[CH:2]=[CH:3][CH:4]=[CH:5][CH:6]=1)[C:9]([N:13]1[CH2:18][CH2:17][O:16][CH2:15][CH2:14]1)=[O:11]. The yield is 0.680.